Dataset: Reaction yield outcomes from USPTO patents with 853,638 reactions. Task: Predict the reaction yield, written as a fraction of the theoretical maximum amount of product (1.0 means a 100% yield; for example, 0.34 means a 34% yield). (1) The reactants are [Br:1][CH2:2][C:3]([C:5]1[CH:9]=[CH:8][S:7][CH:6]=1)=[O:4].[C:10]1([CH:16]([N:28]2[CH2:33][CH2:32][CH2:31][CH2:30][CH2:29]2)[C:17]([O:19][C@@H:20]2[CH:25]3[CH2:26][CH2:27][N:22]([CH2:23][CH2:24]3)[CH2:21]2)=[O:18])[CH:15]=[CH:14][CH:13]=[CH:12][CH:11]=1.CCOCC. The catalyst is C(OCC)(=O)C.C(#N)C. The product is [Br-:1].[O:4]=[C:3]([C:5]1[CH:9]=[CH:8][S:7][CH:6]=1)[CH2:2][N+:22]12[CH2:23][CH2:24][CH:25]([CH2:26][CH2:27]1)[C@@H:20]([O:19][C:17](=[O:18])[CH:16]([C:10]1[CH:11]=[CH:12][CH:13]=[CH:14][CH:15]=1)[N:28]1[CH2:29][CH2:30][CH2:31][CH2:32][CH2:33]1)[CH2:21]2. The yield is 0.739. (2) The reactants are [I-].[F:2][C:3]([F:30])([F:29])[C:4]([NH:6][C@H:7]([CH3:28])[CH2:8][P+](C1C=CC=CC=1)(C1C=CC=CC=1)C1C=CC=CC=1)=[O:5].C([Li])CCC.[CH2:36]([O:43][CH2:44][CH:45]=O)[C:37]1[CH:42]=[CH:41][CH:40]=[CH:39][CH:38]=1.[Cl-].[NH4+]. The catalyst is O1CCCC1. The product is [CH2:36]([O:43][CH2:44][CH:45]=[CH:8][C@H:7]([NH:6][C:4](=[O:5])[C:3]([F:30])([F:29])[F:2])[CH3:28])[C:37]1[CH:38]=[CH:39][CH:40]=[CH:41][CH:42]=1. The yield is 0.526. (3) The reactants are [OH:1][C:2]1[CH:11]=[C:10]2[C:5]([C:6]([O:12][C:13]3[CH:14]=[C:15]4[C:19](=[CH:20][CH:21]=3)[NH:18][CH:17]=[CH:16]4)=[N:7][CH:8]=[N:9]2)=[CH:4][C:3]=1[O:22][CH3:23].C1(P(C2C=CC=CC=2)C2C=CC=CC=2)C=CC=CC=1.O[CH2:44][CH2:45][N:46]1[CH2:51][CH2:50][O:49][CH2:48][CH2:47]1.N(C(OCC)=O)=NC(OCC)=O. The catalyst is C(Cl)Cl. The product is [NH:18]1[C:19]2[C:15](=[CH:14][C:13]([O:12][C:6]3[C:5]4[C:10](=[CH:11][C:2]([O:1][CH2:44][CH2:45][N:46]5[CH2:51][CH2:50][O:49][CH2:48][CH2:47]5)=[C:3]([O:22][CH3:23])[CH:4]=4)[N:9]=[CH:8][N:7]=3)=[CH:21][CH:20]=2)[CH:16]=[CH:17]1. The yield is 0.550. (4) The reactants are [CH3:1][N:2]([S:15]([C:18]1[N:19]([CH3:23])[CH:20]=[CH:21][N:22]=1)(=[O:17])=[O:16])[C:3]1[CH:4]=[CH:5][CH:6]=[C:7]2[C:11]=1[NH:10][C:9]([C:12](O)=[O:13])=[CH:8]2.[CH2:24]([S:31][CH:32]([CH:35]([O:38][CH3:39])[O:36][CH3:37])[CH2:33][NH2:34])[C:25]1[CH:30]=[CH:29][CH:28]=[CH:27][CH:26]=1.C(N(C(C)C)C(C)C)C.F[P-](F)(F)(F)(F)F.N1(OC(N(C)C)=[N+](C)C)C2N=CC=CC=2N=N1. The catalyst is CN(C)C=O.C(OCC)(=O)C. The product is [CH2:24]([S:31][CH:32]([CH:35]([O:36][CH3:37])[O:38][CH3:39])[CH2:33][NH:34][C:12]([C:9]1[NH:10][C:11]2[C:7]([CH:8]=1)=[CH:6][CH:5]=[CH:4][C:3]=2[N:2]([CH3:1])[S:15]([C:18]1[N:19]([CH3:23])[CH:20]=[CH:21][N:22]=1)(=[O:17])=[O:16])=[O:13])[C:25]1[CH:30]=[CH:29][CH:28]=[CH:27][CH:26]=1. The yield is 1.00.